Dataset: Forward reaction prediction with 1.9M reactions from USPTO patents (1976-2016). Task: Predict the product of the given reaction. (1) The product is: [O:1]1[C:5]2[CH:6]=[CH:7][CH:8]=[CH:9][C:4]=2[N:3]=[C:2]1[C:10]1[CH:11]=[CH:12][C:13]2[N:17]([CH:18]3[CH2:23][CH2:22][O:21][CH2:20][CH2:19]3)[CH:24]=[N:15][C:14]=2[CH:16]=1. Given the reactants [O:1]1[C:5]2[CH:6]=[CH:7][CH:8]=[CH:9][C:4]=2[N:3]=[C:2]1[C:10]1[CH:11]=[CH:12][C:13]([NH:17][CH:18]2[CH2:23][CH2:22][O:21][CH2:20][CH2:19]2)=[C:14]([CH:16]=1)[NH2:15].[CH:24](OCC)(OCC)OCC.O.C1(C)C=CC(S(O)(=O)=O)=CC=1.C(OCC)(=O)C, predict the reaction product. (2) Given the reactants [Cl:1][C:2]1[CH:3]=[CH:4][C:5](=[O:12])[CH:6]([NH:8][C:9]([NH2:11])=[O:10])[CH:7]=1.[C:13](O)(=[O:16])[CH2:14][CH3:15].[F:18][C:19]1[CH:32]=[CH:31][C:22]([CH2:23][C@H:24]2[O:29][CH2:28][C@H:27]([CH3:30])[NH:26][CH2:25]2)=[CH:21][CH:20]=1.CCN=C=NCCCN(C)C.C1C=CC2N(O)N=NC=2C=1.CCN(C(C)C)C(C)C, predict the reaction product. The product is: [Cl:1][C:2]1[CH:3]=[CH:4][C:5]([O:12][CH2:15][CH2:14][C:13]([N:26]2[C@@H:27]([CH3:30])[CH2:28][O:29][C@H:24]([CH2:23][C:22]3[CH:31]=[CH:32][C:19]([F:18])=[CH:20][CH:21]=3)[CH2:25]2)=[O:16])=[C:6]([NH:8][C:9]([NH2:11])=[O:10])[CH:7]=1.